Dataset: Reaction yield outcomes from USPTO patents with 853,638 reactions. Task: Predict the reaction yield, written as a fraction of the theoretical maximum amount of product (1.0 means a 100% yield; for example, 0.34 means a 34% yield). (1) The reactants are [Cl:1][C:2]1[CH:3]=[C:4]([NH:15][C:16]2[N:20]=[C:19]([N:21](CC3C=CC(OC)=CC=3)CC3C=CC(OC)=CC=3)[N:18](CC3C=CC(OC)=CC=3)[N:17]=2)[CH:5]=[C:6]([O:8][C:9]2[CH:14]=[CH:13][CH:12]=[CH:11][CH:10]=2)[CH:7]=1.C(O)(C(F)(F)F)=O. No catalyst specified. The product is [Cl:1][C:2]1[CH:3]=[C:4]([NH:15][C:16]2[N:20]=[C:19]([NH2:21])[NH:18][N:17]=2)[CH:5]=[C:6]([O:8][C:9]2[CH:10]=[CH:11][CH:12]=[CH:13][CH:14]=2)[CH:7]=1. The yield is 0.470. (2) The reactants are [C:1]([C:4]1[CH:9]=[CH:8][C:7]([NH:10][CH:11]([C:15]2[CH:20]=[CH:19][C:18]([O:21][CH2:22][CH2:23][O:24][CH3:25])=[C:17]([O:26][CH2:27][CH3:28])[CH:16]=2)[C:12]([O-:14])=O)=[CH:6][CH:5]=1)(=[NH:3])[NH2:2].[Na+].Cl.C(N=C=NCCCN(C)C)C.O.ON1C2C=CC=CC=2N=N1.[C:53]([O:57][C:58]([NH:60][NH2:61])=[O:59])([CH3:56])([CH3:55])[CH3:54]. The catalyst is CN(C)C=O. The product is [C:53]([O:57][C:58]([NH:60][NH:61][C:12](=[O:14])[CH:11]([NH:10][C:7]1[CH:8]=[CH:9][C:4]([C:1](=[NH:3])[NH2:2])=[CH:5][CH:6]=1)[C:15]1[CH:20]=[CH:19][C:18]([O:21][CH2:22][CH2:23][O:24][CH3:25])=[C:17]([O:26][CH2:27][CH3:28])[CH:16]=1)=[O:59])([CH3:56])([CH3:55])[CH3:54]. The yield is 1.07. (3) The reactants are C(OC([N:8]1[C:12]2=[N:13][CH:14]=[C:15]([O:17][CH2:18][C:19]3[CH:24]=[CH:23][CH:22]=[CH:21][CH:20]=3)[CH:16]=[C:11]2[CH:10]=[C:9]1[C:25]([OH:27])=[O:26])=O)(C)(C)C.S(=O)(=O)(O)O.[C:33](=O)(O)[O-].[Na+]. The catalyst is CO. The product is [CH3:33][O:27][C:25]([C:9]1[NH:8][C:12]2=[N:13][CH:14]=[C:15]([O:17][CH2:18][C:19]3[CH:20]=[CH:21][CH:22]=[CH:23][CH:24]=3)[CH:16]=[C:11]2[CH:10]=1)=[O:26]. The yield is 0.780. (4) The reactants are C[Si](C)(C)[N-][Si](C)(C)C.[Li+].[CH3:11][CH:12]1[CH2:17][CH:16]=[C:15]([C:18]2[N:19]=[C:20]([SH:23])[S:21][CH:22]=2)[CH2:14][N:13]1[C:24]([O:26][CH2:27][CH:28]=[CH2:29])=[O:25].O(P(OC1C=CC=CC=1)O[C:39]1[C@H:45]([CH3:46])[C@H:44]2[N:41]([C:42](=[O:54])[C@@H:43]2[C@H:47]([O:49][Si:50]([CH3:53])([CH3:52])[CH3:51])[CH3:48])[C:40]=1[C:55]([O:57][CH2:58][CH:59]=[CH2:60])=[O:56])C1C=CC=CC=1.C(#N)C. The catalyst is C1COCC1. The product is [CH2:27]([O:26][C:24]([N:13]1[CH:12]([CH3:11])[CH2:17][CH:16]=[C:15]([C:18]2[N:19]=[C:20]([S:23][C:39]3[C@H:45]([CH3:46])[C@H:44]4[N:41]([C:42](=[O:54])[C@@H:43]4[C@H:47]([O:49][Si:50]([CH3:51])([CH3:52])[CH3:53])[CH3:48])[C:40]=3[C:55]([O:57][CH2:58][CH:59]=[CH2:60])=[O:56])[S:21][CH:22]=2)[CH2:14]1)=[O:25])[CH:28]=[CH2:29]. The yield is 0.710.